From a dataset of Full USPTO retrosynthesis dataset with 1.9M reactions from patents (1976-2016). Predict the reactants needed to synthesize the given product. (1) Given the product [CH:36]1([C:2]2[C:7]3[N:8]([C:29]4[CH:30]=[CH:31][CH:32]=[CH:33][CH:34]=4)[C:9]([C@@H:11]([NH:13][C:14]4[N:22]=[CH:21][N:20]=[C:19]5[C:15]=4[N:16]=[CH:17][N:18]5[CH:23]4[CH2:28][CH2:27][CH2:26][CH2:25][O:24]4)[CH3:12])=[N:10][C:6]=3[CH:5]=[CH:4][C:3]=2[F:35])[CH2:38][CH2:37]1, predict the reactants needed to synthesize it. The reactants are: Br[C:2]1[C:7]2[N:8]([C:29]3[CH:34]=[CH:33][CH:32]=[CH:31][CH:30]=3)[C:9]([C@@H:11]([NH:13][C:14]3[N:22]=[CH:21][N:20]=[C:19]4[C:15]=3[N:16]=[CH:17][N:18]4[CH:23]3[CH2:28][CH2:27][CH2:26][CH2:25][O:24]3)[CH3:12])=[N:10][C:6]=2[CH:5]=[CH:4][C:3]=1[F:35].[CH:36]1(B(O)O)[CH2:38][CH2:37]1.C([O-])([O-])=O.[Cs+].[Cs+]. (2) Given the product [CH:6]([O:9][C:10]([C:12]1[CH:17]=[CH:16][C:15]([CH2:14][CH3:19])=[C:4]([CH3:5])[N:13]=1)=[O:11])([CH3:8])[CH3:7], predict the reactants needed to synthesize it. The reactants are: C([Zn][CH2:4][CH3:5])C.[CH:6]([O:9][C:10]([C:12]1[CH:17]=[CH:16][C:15](Br)=[C:14]([CH3:19])[N:13]=1)=[O:11])([CH3:8])[CH3:7].Cl. (3) Given the product [O:3]1[C:7]2[CH:8]=[CH:9][C:10]([CH:12]([C:17]3[C:25]4[C:20](=[CH:21][CH:22]=[C:23]([Br:26])[CH:24]=4)[N:19]([CH3:27])[CH:18]=3)[C:13]([OH:15])=[O:14])=[CH:11][C:6]=2[O:5][CH2:4]1, predict the reactants needed to synthesize it. The reactants are: [OH-].[Na+].[O:3]1[C:7]2[CH:8]=[CH:9][C:10]([CH:12]([C:17]3[C:25]4[C:20](=[CH:21][CH:22]=[C:23]([Br:26])[CH:24]=4)[N:19]([CH3:27])[CH:18]=3)[C:13]([O:15]C)=[O:14])=[CH:11][C:6]=2[O:5][CH2:4]1.CO. (4) Given the product [CH3:1][C@H:2]1[CH2:3][N:4]([C:16]2[CH:17]=[CH:18][C:19]([N+:23]([O-:25])=[O:24])=[C:20]([CH:22]=2)[NH2:21])[CH2:5][C@@H:6]([CH3:8])[O:7]1, predict the reactants needed to synthesize it. The reactants are: [CH3:1][C@H:2]1[O:7][C@@H:6]([CH3:8])[CH2:5][NH:4][CH2:3]1.C(=O)([O-])[O-].[K+].[K+].Cl[C:16]1[CH:17]=[CH:18][C:19]([N+:23]([O-:25])=[O:24])=[C:20]([CH:22]=1)[NH2:21].O. (5) Given the product [CH2:20]([N:2]1[CH2:7][CH2:6][CH2:5][CH:4]([CH2:8][O:9][S:10]([C:13]2[CH:14]=[CH:15][C:16]([CH3:19])=[CH:17][CH:18]=2)(=[O:12])=[O:11])[CH2:3]1)[CH3:21], predict the reactants needed to synthesize it. The reactants are: Cl.[NH:2]1[CH2:7][CH2:6][CH2:5][CH:4]([CH2:8][O:9][S:10]([C:13]2[CH:18]=[CH:17][C:16]([CH3:19])=[CH:15][CH:14]=2)(=[O:12])=[O:11])[CH2:3]1.[CH2:20](I)[CH3:21].C(=O)([O-])[O-].[Na+].[Na+].C(=O)([O-])O.[Na+]. (6) The reactants are: [CH3:1][S:2]([NH:5][C:6]1[CH:20]=[CH:19][C:9]2[N:10]([CH2:14][C:15]([O:17][CH3:18])=[O:16])[C:11](=[O:13])[O:12][C:8]=2[CH:7]=1)(=[O:4])=[O:3].[C:21](O[C:21]([O:23][C:24]([CH3:27])([CH3:26])[CH3:25])=[O:22])([O:23][C:24]([CH3:27])([CH3:26])[CH3:25])=[O:22]. Given the product [C:24]([O:23][C:21]([N:5]([C:6]1[CH:20]=[CH:19][C:9]2[N:10]([CH2:14][C:15]([O:17][CH3:18])=[O:16])[C:11](=[O:13])[O:12][C:8]=2[CH:7]=1)[S:2]([CH3:1])(=[O:3])=[O:4])=[O:22])([CH3:27])([CH3:26])[CH3:25], predict the reactants needed to synthesize it. (7) Given the product [CH3:21][O:20][C:17]1[CH:16]=[CH:15][C:14]([C:11]2[CH:12]=[CH:13][C:8]([C:6](=[O:7])[CH2:5][CH2:4][C:3]([OH:24])=[O:2])=[C:9]([CH2:22][CH3:23])[CH:10]=2)=[CH:19][CH:18]=1, predict the reactants needed to synthesize it. The reactants are: C[O:2][C:3](=[O:24])[CH2:4][CH2:5][C:6]([C:8]1[CH:13]=[CH:12][C:11]([C:14]2[CH:19]=[CH:18][C:17]([O:20][CH3:21])=[CH:16][CH:15]=2)=[CH:10][C:9]=1[CH2:22][CH3:23])=[O:7].[OH-].[Na+].CC#N.